This data is from Tyrosyl-DNA phosphodiesterase HTS with 341,365 compounds. The task is: Binary Classification. Given a drug SMILES string, predict its activity (active/inactive) in a high-throughput screening assay against a specified biological target. The compound is O(CC[N+](C)(C)C)C(=O)C. The result is 0 (inactive).